Dataset: Forward reaction prediction with 1.9M reactions from USPTO patents (1976-2016). Task: Predict the product of the given reaction. (1) Given the reactants C(Cl)(=O)C(Cl)=O.[CH3:7][N:8]1[CH2:13][CH2:12][N:11]([C:14]2[CH:22]=[CH:21][C:17]([C:18]([OH:20])=O)=[CH:16][CH:15]=2)[CH2:10][CH2:9]1.CCN(C(C)C)C(C)C.[CH2:32]([C:40]1[CH:41]=[C:42]([NH2:45])[NH:43][N:44]=1)[CH2:33][C:34]1[CH:39]=[CH:38][CH:37]=[CH:36][CH:35]=1, predict the reaction product. The product is: [CH3:7][N:8]1[CH2:9][CH2:10][N:11]([C:14]2[CH:15]=[CH:16][C:17]([C:18]([NH:45][C:42]3[NH:43][N:44]=[C:40]([CH2:32][CH2:33][C:34]4[CH:39]=[CH:38][CH:37]=[CH:36][CH:35]=4)[CH:41]=3)=[O:20])=[CH:21][CH:22]=2)[CH2:12][CH2:13]1. (2) The product is: [Br:3][C:4]1[CH:5]=[C:6]([Cl:13])[C:7]([C:10]2([C:11]#[N:12])[CH2:17][CH2:16]2)=[N:8][CH:9]=1. Given the reactants [OH-].[Na+].[Br:3][C:4]1[CH:5]=[C:6]([Cl:13])[C:7]([CH2:10][C:11]#[N:12])=[N:8][CH:9]=1.Cl.Br[CH2:16][CH2:17]Cl, predict the reaction product. (3) The product is: [OH:25][CH:4]1[CH2:3][C:2]([CH3:13])([CH3:1])[C:11]2[C:6](=[CH:7][CH:8]=[CH:9][CH:10]=2)[C:5]1=[O:12]. Given the reactants [CH3:1][C:2]1([CH3:13])[C:11]2[C:6](=[CH:7][CH:8]=[CH:9][CH:10]=2)[C:5](=[O:12])[CH2:4][CH2:3]1.[K].C[Si]([N-][Si](C)(C)C)(C)C.C(=O)(O)[O-:25].[Na+], predict the reaction product. (4) The product is: [CH:6]1([O:7][C:8]2[CH:9]=[C:10]([CH:14]=[CH:15][CH:16]=2)[C:11]([NH:17][C@H:18]2[CH2:19][O:20][C@@H:21]3[C@@H:25]([NH:26][C:27]([CH:29]4[CH2:30][CH2:31]4)=[O:28])[CH2:24][O:23][C@H:22]23)=[O:13])[CH2:3][CH2:4][CH2:5][CH2:1]1. Given the reactants [CH:1]1([CH2:6][O:7][C:8]2[CH:9]=[C:10]([CH:14]=[CH:15][CH:16]=2)[C:11]([OH:13])=O)[CH2:5][CH2:4][CH2:3]C1.[NH2:17][C@@H:18]1[C@H:22]2[O:23][CH2:24][C@H:25]([NH:26][C:27]([CH:29]3[CH2:31][CH2:30]3)=[O:28])[C@H:21]2[O:20][CH2:19]1, predict the reaction product. (5) Given the reactants Cl.[CH2:2]([O:4][C:5]([C@@:7]1([NH:12][C:13]([C@@H:15]2[CH2:19][C@@H:18]([OH:20])[CH2:17][NH:16]2)=[O:14])[CH2:9][C@H:8]1[CH:10]=[CH2:11])=[O:6])[CH3:3].[CH2:21]([N:25]([CH2:38][CH2:39][C@H:40]([NH:44][C:45]([O:47][C:48]([CH3:51])([CH3:50])[CH3:49])=[O:46])[C:41](O)=[O:42])[S:26]([C:29]1[CH:34]=[CH:33][CH:32]=[CH:31][C:30]=1[N+:35]([O-:37])=[O:36])(=[O:28])=[O:27])[CH2:22][CH:23]=[CH2:24].CN(C(ON1N=NC2C=CC=NC1=2)=[N+](C)C)C.F[P-](F)(F)(F)(F)F.CCN(C(C)C)C(C)C, predict the reaction product. The product is: [CH2:21]([N:25]([CH2:38][CH2:39][C@H:40]([NH:44][C:45]([O:47][C:48]([CH3:51])([CH3:50])[CH3:49])=[O:46])[C:41]([N:16]1[CH2:17][C@H:18]([OH:20])[CH2:19][C@H:15]1[C:13]([NH:12][C@:7]1([C:5]([O:4][CH2:2][CH3:3])=[O:6])[CH2:9][C@H:8]1[CH:10]=[CH2:11])=[O:14])=[O:42])[S:26]([C:29]1[CH:34]=[CH:33][CH:32]=[CH:31][C:30]=1[N+:35]([O-:37])=[O:36])(=[O:28])=[O:27])[CH2:22][CH:23]=[CH2:24]. (6) Given the reactants [C:1]([C:3]([C:6]1[CH:7]=[C:8]([CH:13]=[CH:14][CH:15]=1)[C:9]([O:11]C)=[O:10])([CH3:5])[CH3:4])#[N:2].[Li+].[OH-], predict the reaction product. The product is: [C:1]([C:3]([C:6]1[CH:7]=[C:8]([CH:13]=[CH:14][CH:15]=1)[C:9]([OH:11])=[O:10])([CH3:5])[CH3:4])#[N:2]. (7) The product is: [C:43]([NH:1][C:2]1[CH:11]=[C:10]([C:12](=[O:36])[NH:13][C@@:14]2([C:24]3[CH:29]=[CH:28][C:27]([O:30][C:31]([F:34])([F:33])[F:32])=[C:26]([F:35])[CH:25]=3)[C:19]3=[N:20][CH:21]=[CH:22][CH:23]=[C:18]3[O:17][CH2:16][CH2:15]2)[CH:9]=[CH:8][C:3]=1[C:4]([O:6][CH3:7])=[O:5])(=[O:45])[CH3:44]. Given the reactants [NH2:1][C:2]1[CH:11]=[C:10]([C:12](=[O:36])[NH:13][C@@:14]2([C:24]3[CH:29]=[CH:28][C:27]([O:30][C:31]([F:34])([F:33])[F:32])=[C:26]([F:35])[CH:25]=3)[C:19]3=[N:20][CH:21]=[CH:22][CH:23]=[C:18]3[O:17][CH2:16][CH2:15]2)[CH:9]=[CH:8][C:3]=1[C:4]([O:6][CH3:7])=[O:5].N1C=CC=CC=1.[C:43](OC(=O)C)(=[O:45])[CH3:44], predict the reaction product. (8) The product is: [CH2:33]([C:29]1[CH:28]=[C:27]([CH:32]=[CH:31][CH:30]=1)[CH2:26][CH:15]([NH:16][S:17]([C:20]1[CH:25]=[CH:24][CH:23]=[CH:22][N:21]=1)(=[O:19])=[O:18])[C:11]1[N:10]=[C:9]([NH:8][CH2:39][C:40]([OH:42])=[O:41])[CH:14]=[CH:13][CH:12]=1)[CH2:34][CH2:35][CH2:36][CH2:37][CH3:38]. Given the reactants C(OC([N:8]([CH2:39][C:40]([O:42]C(C)(C)C)=[O:41])[C:9]1[CH:14]=[CH:13][CH:12]=[C:11]([CH:15]([CH2:26][C:27]2[CH:32]=[CH:31][CH:30]=[C:29]([CH2:33][CH2:34][CH2:35][CH2:36][CH2:37][CH3:38])[CH:28]=2)[NH:16][S:17]([C:20]2[CH:25]=[CH:24][CH:23]=[CH:22][N:21]=2)(=[O:19])=[O:18])[N:10]=1)=O)(C)(C)C.Cl.O1CCOCC1, predict the reaction product.